Dataset: Forward reaction prediction with 1.9M reactions from USPTO patents (1976-2016). Task: Predict the product of the given reaction. (1) Given the reactants CS(C)=O.C(Cl)(=O)C(Cl)=O.[F:11][C:12]1[CH:17]=[CH:16][C:15]([C:18]2[N:19]=[C:20]3[CH:25]=[CH:24][CH:23]=[N:22][N:21]3[C:26]=2[C:27]2[CH:32]=[CH:31][N:30]=[C:29]([NH:33][C:34]([NH:36][CH2:37][CH:38]([OH:40])[CH3:39])=[O:35])[CH:28]=2)=[CH:14][C:13]=1[CH3:41].C(N(CC)CC)C, predict the reaction product. The product is: [F:11][C:12]1[CH:17]=[CH:16][C:15]([C:18]2[N:19]=[C:20]3[CH:25]=[CH:24][CH:23]=[N:22][N:21]3[C:26]=2[C:27]2[CH:32]=[CH:31][N:30]=[C:29]([NH:33][C:34]([NH:36][CH2:37][C:38](=[O:40])[CH3:39])=[O:35])[CH:28]=2)=[CH:14][C:13]=1[CH3:41]. (2) Given the reactants [CH3:1][CH:2]([C:8]([O:10][CH2:11][CH3:12])=[O:9])[C:3]([O:5][CH2:6][CH3:7])=[O:4].[H-].[Na+].[Br-].[C:16]1([C:22]([PH3+])=[C:23](C2C=CC=CC=2)C2C=CC=CC=2)[CH:21]=[CH:20][CH:19]=[CH:18][CH:17]=1.[CH:37](=O)C1C=CC=CC=1, predict the reaction product. The product is: [CH2:11]([O:10][C:8](=[O:9])[C:2]([CH3:37])([CH2:1][CH:23]=[CH:22][C:16]1[CH:21]=[CH:20][CH:19]=[CH:18][CH:17]=1)[C:3]([O:5][CH2:6][CH3:7])=[O:4])[CH3:12]. (3) The product is: [C:1]1([S:7]([C:10]2[CH:11]=[CH:12][C:13]3[S:16][C:19]([C:21]4[CH:26]=[CH:25][C:24]([F:27])=[CH:23][CH:22]=4)=[CH:18][C:14]=3[CH:15]=2)(=[O:9])=[O:8])[CH:6]=[CH:5][CH:4]=[CH:3][CH:2]=1. Given the reactants [C:1]1([S:7]([C:10]2[CH:15]=[CH:14][C:13]([SH:16])=[CH:12][CH:11]=2)(=[O:9])=[O:8])[CH:6]=[CH:5][CH:4]=[CH:3][CH:2]=1.Br[CH2:18][C:19]([C:21]1[CH:26]=[CH:25][C:24]([F:27])=[CH:23][CH:22]=1)=O.[OH-].[K+], predict the reaction product. (4) Given the reactants [F:1][C:2]1[CH:7]=[CH:6][C:5]([C:8]2[N:9]=[C:10]([CH:13]([CH3:16])[CH2:14][NH2:15])[S:11][CH:12]=2)=[CH:4][CH:3]=1.[F:17][C:18]([F:34])([F:33])[C:19]1[O:23][N:22]=[C:21]([C:24]2[CH:25]=[C:26]([CH:30]=[CH:31][CH:32]=2)[C:27](O)=[O:28])[N:20]=1.Cl.CN(C)CCCN=C=NCC.ON1C2C=CC=CC=2N=N1.C(N(C(C)C)CC)(C)C, predict the reaction product. The product is: [F:1][C:2]1[CH:3]=[CH:4][C:5]([C:8]2[N:9]=[C:10]([CH:13]([CH3:16])[CH2:14][NH:15][C:27](=[O:28])[C:26]3[CH:30]=[CH:31][CH:32]=[C:24]([C:21]4[N:20]=[C:19]([C:18]([F:34])([F:33])[F:17])[O:23][N:22]=4)[CH:25]=3)[S:11][CH:12]=2)=[CH:6][CH:7]=1. (5) Given the reactants [C:1]([Cl:6])(=[O:5])[C:2](Cl)=[O:3].[CH3:7][C:8]1[CH:18]=[CH:17][C:11](OCC(O)=O)=[CH:10][CH:9]=1, predict the reaction product. The product is: [CH3:7][C:8]1[CH:18]=[CH:17][C:11]([O:3][CH2:2][C:1]([Cl:6])=[O:5])=[CH:10][CH:9]=1. (6) The product is: [CH3:40][C:39]1[N:1]=[C:2]2[C:3]([O:23][CH2:24][C@@H:25]3[CH2:29][CH2:28][NH:27][CH2:26]3)=[N:4][C:5]([C:15]3[CH:20]=[CH:19][C:18]([C:21]#[N:22])=[CH:17][CH:16]=3)=[C:6]([C:8]3[CH:13]=[CH:12][C:11]([CH3:14])=[CH:10][CH:9]=3)[N:7]2[CH:38]=1. Given the reactants [NH2:1][C:2]1[C:3]([O:23][CH2:24][C@@H:25]2[CH2:29][CH2:28][N:27](C(OC(C)(C)C)=O)[CH2:26]2)=[N:4][C:5]([C:15]2[CH:20]=[CH:19][C:18]([C:21]#[N:22])=[CH:17][CH:16]=2)=[C:6]([C:8]2[CH:13]=[CH:12][C:11]([CH3:14])=[CH:10][CH:9]=2)[N:7]=1.Cl[CH2:38][C:39](=O)[CH3:40], predict the reaction product. (7) Given the reactants C(OC(=O)[N:7]([CH2:30][CH2:31][CH2:32][CH2:33][N:34]([CH2:38][CH2:39][CH3:40])[CH2:35][CH2:36][CH3:37])[CH2:8][C:9]1[CH:14]=[CH:13][C:12]([CH2:15][N:16]([CH2:24][C:25]2[NH:26][CH:27]=[CH:28][N:29]=2)[CH2:17][C:18]2[N:19]([CH3:23])[CH:20]=[CH:21][N:22]=2)=[CH:11][CH:10]=1)(C)(C)C.Cl.O1CCOCC1, predict the reaction product. The product is: [NH:29]1[CH:28]=[CH:27][N:26]=[C:25]1[CH2:24][N:16]([CH2:15][C:12]1[CH:13]=[CH:14][C:9]([CH2:8][NH:7][CH2:30][CH2:31][CH2:32][CH2:33][N:34]([CH2:35][CH2:36][CH3:37])[CH2:38][CH2:39][CH3:40])=[CH:10][CH:11]=1)[CH2:17][C:18]1[N:19]([CH3:23])[CH:20]=[CH:21][N:22]=1. (8) Given the reactants [H-].[Na+].[CH2:3]([O:10][C:11]1[CH:16]=[CH:15][C:14]([N:17]2[C:21]3=[N:22][CH:23]=[CH:24][C:25]([C:26]([F:29])([F:28])[F:27])=[C:20]3[NH:19][C:18]2=[O:30])=[CH:13][CH:12]=1)[C:4]1[CH:9]=[CH:8][CH:7]=[CH:6][CH:5]=1.I[CH2:32][CH3:33].C([O-])(O)=O.[Na+], predict the reaction product. The product is: [CH2:3]([O:10][C:11]1[CH:12]=[CH:13][C:14]([N:17]2[C:21]3=[N:22][CH:23]=[CH:24][C:25]([C:26]([F:29])([F:28])[F:27])=[C:20]3[N:19]([CH2:32][CH3:33])[C:18]2=[O:30])=[CH:15][CH:16]=1)[C:4]1[CH:5]=[CH:6][CH:7]=[CH:8][CH:9]=1. (9) Given the reactants [C:1]([O:5][C:6]([N:8]1[CH2:12][C@@H:11]([CH2:13][C@H:14]([CH2:18][C:19]2[CH:24]=[CH:23][C:22]([O:25][CH3:26])=[C:21]([O:27][CH2:28][CH2:29][CH2:30][O:31][CH3:32])[CH:20]=2)[CH:15]([CH3:17])[CH3:16])[C@H:10](C(O)=O)[CH2:9]1)=[O:7])([CH3:4])([CH3:3])[CH3:2].C1(P(N=[N+]=[N-])(C2C=CC=CC=2)=[O:43])C=CC=CC=1.CC[N:55]([CH2:58]C)CC.[CH3:60][Si:61]([CH3:66])([CH3:65])[CH2:62][CH2:63][OH:64], predict the reaction product. The product is: [C:1]([O:5][C:6]([N:8]1[CH2:12][C@@H:11]([CH2:13][C@H:14]([CH2:18][C:19]2[CH:24]=[CH:23][C:22]([O:25][CH3:26])=[C:21]([O:27][CH2:28][CH2:29][CH2:30][O:31][CH3:32])[CH:20]=2)[CH:15]([CH3:17])[CH3:16])[C@H:10]([NH:55][C:58]([O:64][CH2:63][CH2:62][Si:61]([CH3:66])([CH3:65])[CH3:60])=[O:43])[CH2:9]1)=[O:7])([CH3:2])([CH3:3])[CH3:4].